From a dataset of Catalyst prediction with 721,799 reactions and 888 catalyst types from USPTO. Predict which catalyst facilitates the given reaction. (1) Product: [OH:1][CH2:2][CH:3]([NH:6][NH:7][C:8]([O:10][C:11]([CH3:14])([CH3:13])[CH3:12])=[O:9])[CH2:4][OH:5]. Reactant: [OH:1][CH2:2][C:3](=[N:6][NH:7][C:8]([O:10][C:11]([CH3:14])([CH3:13])[CH3:12])=[O:9])[CH2:4][OH:5].B.C1COCC1. The catalyst class is: 1. (2) Reactant: [CH2:1]([CH:3]([O:6][C:7]1[N:15]=[C:14]([CH3:16])[N:13]=[C:12]2[C:8]=1[NH:9][C:10](=[O:26])[N:11]2[C:17]1[C:22]([CH3:23])=[CH:21][C:20]([CH3:24])=[CH:19][C:18]=1[CH3:25])[CH2:4][CH3:5])[CH3:2].[CH3:27][Si]([N-][Si](C)(C)C)(C)C.[Li+]. Product: [CH2:1]([CH:3]([O:6][C:7]1[N:15]=[C:14]([CH3:16])[N:13]=[C:12]2[C:8]=1[N:9]([CH3:27])[C:10](=[O:26])[N:11]2[C:17]1[C:22]([CH3:23])=[CH:21][C:20]([CH3:24])=[CH:19][C:18]=1[CH3:25])[CH2:4][CH3:5])[CH3:2]. The catalyst class is: 1. (3) Reactant: [C:12]([O:11][C:9](O[C:9]([O:11][C:12]([CH3:15])([CH3:14])[CH3:13])=[O:10])=[O:10])([CH3:15])([CH3:14])[CH3:13].Cl.[NH:17]1[CH2:21][CH2:20][C@@H:19]([OH:22])[CH2:18]1.C(N(CC)CC)C. Product: [OH:22][C@@H:19]1[CH2:20][CH2:21][N:17]([C:9]([O:11][C:12]([CH3:13])([CH3:14])[CH3:15])=[O:10])[CH2:18]1. The catalyst class is: 119. (4) Reactant: [Cl:1][C:2]1[N:7]=[N:6][C:5]([NH:8][NH:9][C:10](=O)[CH2:11][C:12]2[C:13]([F:23])=[C:14]3[C:19](=[CH:20][C:21]=2[F:22])[N:18]=[CH:17][CH:16]=[CH:15]3)=[CH:4][CH:3]=1. Product: [Cl:1][C:2]1[CH:3]=[CH:4][C:5]2[N:6]([C:10]([CH2:11][C:12]3[C:13]([F:23])=[C:14]4[C:19](=[CH:20][C:21]=3[F:22])[N:18]=[CH:17][CH:16]=[CH:15]4)=[N:9][N:8]=2)[N:7]=1. The catalyst class is: 15. (5) Reactant: [Cl:1][C:2]1[CH:3]=[CH:4][C:5]([O:26][CH3:27])=[C:6]([CH:25]=1)[C:7](/[N:9]=[C:10]1\[S:11][C:12]2[C:22]([CH3:24])([CH3:23])[O:21][CH2:20][CH2:19][C:13]=2[N:14]\1[CH2:15][CH:16]([CH3:18])[CH3:17])=O.COC1C=CC(P2(SP(C3C=CC(OC)=CC=3)(=S)S2)=[S:37])=CC=1. Product: [Cl:1][C:2]1[CH:3]=[CH:4][C:5]([O:26][CH3:27])=[C:6]([CH:25]=1)[C:7](=[S:37])/[N:9]=[C:10]1\[S:11][C:12]2[C:22]([CH3:24])([CH3:23])[O:21][CH2:20][CH2:19][C:13]=2[N:14]\1[CH2:15][CH:16]([CH3:18])[CH3:17]. The catalyst class is: 11. (6) Product: [CH3:19][O:20][C:13](=[O:17])[C:14]([C:1]1[C:11]2=[C:12]3[C:7](=[CH:8][CH:9]=[CH:10]2)[CH2:6][CH2:5][CH2:4][N:3]3[CH:2]=1)=[O:15]. Reactant: [CH:1]1[C:11]2=[C:12]3[C:7](=[CH:8][CH:9]=[CH:10]2)[CH2:6][CH2:5][CH2:4][N:3]3[CH:2]=1.[C:13](Cl)(=[O:17])[C:14](Cl)=[O:15].[CH3:19][O-:20].[Na+]. The catalyst class is: 27. (7) Reactant: [CH3:1][C@@H:2]([CH2:9][CH3:10])[CH2:3][C:4]1[S:5][CH:6]=[CH:7][CH:8]=1.[Li]CCCC.[CH3:16][Sn:17](Cl)([CH3:19])[CH3:18]. The catalyst class is: 1. Product: [CH3:1][C@@H:2]([CH2:9][CH3:10])[CH2:3][C:4]1[S:5][C:6]([Sn:17]([CH3:19])([CH3:18])[CH3:16])=[CH:7][CH:8]=1. (8) Product: [CH2:1]([N:8]1[C:16]([C:17]2[CH:32]=[CH:31][C:20]([O:21][C:22]3[CH:23]=[C:24]([CH:28]=[CH:29][CH:30]=3)[C:25]([NH2:37])=[O:27])=[CH:19][CH:18]=2)=[C:15]2[C:10]([C:11]([C:33]([F:34])([F:36])[F:35])=[CH:12][CH:13]=[CH:14]2)=[N:9]1)[C:2]1[CH:3]=[CH:4][CH:5]=[CH:6][CH:7]=1. Reactant: [CH2:1]([N:8]1[C:16]([C:17]2[CH:32]=[CH:31][C:20]([O:21][C:22]3[CH:23]=[C:24]([CH:28]=[CH:29][CH:30]=3)[C:25]([OH:27])=O)=[CH:19][CH:18]=2)=[C:15]2[C:10]([C:11]([C:33]([F:36])([F:35])[F:34])=[CH:12][CH:13]=[CH:14]2)=[N:9]1)[C:2]1[CH:7]=[CH:6][CH:5]=[CH:4][CH:3]=1.[NH3:37]. The catalyst class is: 12. (9) Reactant: [O:1]1[C@H:6]2[CH2:7][N:8]([CH2:10]/[CH:11]=[CH:12]/[C:13]([O:15]CC)=[O:14])[CH2:9][C@H:5]2[O:4][CH2:3][CH2:2]1.[OH-].[K+].Cl. Product: [O:1]1[C@H:6]2[CH2:7][N:8]([CH2:10]/[CH:11]=[CH:12]/[C:13]([OH:15])=[O:14])[CH2:9][C@H:5]2[O:4][CH2:3][CH2:2]1. The catalyst class is: 6.